Dataset: Forward reaction prediction with 1.9M reactions from USPTO patents (1976-2016). Task: Predict the product of the given reaction. (1) The product is: [NH2:14][C:11]1[N:9]2[N:10]=[C:5]([C:17]#[N:18])[C:6]([CH3:16])=[C:7]([CH3:15])[C:8]2=[N:13][N:12]=1. Given the reactants CS([C:5]1[C:6]([CH3:16])=[C:7]([CH3:15])[C:8]2[N:9]([C:11]([NH2:14])=[N:12][N:13]=2)[N:10]=1)(=O)=O.[C-:17]#[N:18].[K+], predict the reaction product. (2) Given the reactants [NH2:1][C:2]1[CH:3]=[CH:4][C:5]([CH3:22])=[C:6]([NH:8]C2OC(C3C=CC(C#N)=CC=3)=CN=2)[CH:7]=1.Cl[C:24]1[O:25][C:26]([C:30]2[CH:37]=[C:36]([CH3:38])[C:33]([C:34]#[N:35])=[C:32]([CH3:39])[CH:31]=2)=[C:27]([Cl:29])[N:28]=1.ClC1OC(C2C=CC(C#N)=CC=2)=CN=1, predict the reaction product. The product is: [NH2:1][C:2]1[CH:3]=[CH:4][C:5]([CH3:22])=[C:6]([NH:8][C:24]2[O:25][C:26]([C:30]3[CH:37]=[C:36]([CH3:38])[C:33]([C:34]#[N:35])=[C:32]([CH3:39])[CH:31]=3)=[C:27]([Cl:29])[N:28]=2)[CH:7]=1. (3) Given the reactants [CH3:1][C:2]1[C:3]([C:13]([O:15][CH3:16])=[O:14])=[CH:4][N:5]([C:7]2[CH:12]=[CH:11][CH:10]=[CH:9][CH:8]=2)[CH:6]=1.IN1C(=O)CCC1=O.[C:25]1([SH:31])[CH:30]=[CH:29][CH:28]=[CH:27][CH:26]=1.S([O-])([O-])(=O)=S.[Na+].[Na+], predict the reaction product. The product is: [CH3:1][C:2]1[C:3]([C:13]([O:15][CH3:16])=[O:14])=[CH:4][N:5]([C:7]2[CH:12]=[CH:11][CH:10]=[CH:9][CH:8]=2)[C:6]=1[S:31][C:25]1[CH:30]=[CH:29][CH:28]=[CH:27][CH:26]=1. (4) Given the reactants Cl.[CH3:2][CH:3]([O:5][C:6]1[CH:13]=[CH:12][C:11]([CH:14]2[N:18](C3C=CC=C4C=3CCNC4)[N:17]=[CH:16][S:15]2)=[CH:10][C:7]=1[C:8]#[N:9])[CH3:4].[CH3:29][NH:30][C:31](=[O:34])[CH:32]=[CH2:33].[CH2:35]1[CH2:45][CH2:44][N:43]2[C:38](=N[CH2:40][CH2:41][CH2:42]2)[CH2:37][CH2:36]1, predict the reaction product. The product is: [C:8]([C:7]1[CH:10]=[C:11]([C:14]2[S:15][C:16]([C:44]3[CH:45]=[CH:35][CH:36]=[C:37]4[C:40]=3[CH2:41][CH2:42][N:43]([CH2:33][CH2:32][C:31]([NH:30][CH3:29])=[O:34])[CH2:38]4)=[N:17][N:18]=2)[CH:12]=[CH:13][C:6]=1[O:5][CH:3]([CH3:2])[CH3:4])#[N:9]. (5) Given the reactants [C:1]([C:3]1[CH:8]=[CH:7][C:6]([C:9](=[O:24])[CH:10]([C:16]2[CH:21]=[CH:20][C:19]([O:22][CH3:23])=[CH:18][CH:17]=2)C(OCC)=O)=[C:5]([CH3:25])[CH:4]=1)#[N:2], predict the reaction product. The product is: [CH3:23][O:22][C:19]1[CH:18]=[CH:17][C:16]([CH2:10][C:9]([C:6]2[CH:7]=[CH:8][C:3]([C:1]#[N:2])=[CH:4][C:5]=2[CH3:25])=[O:24])=[CH:21][CH:20]=1. (6) Given the reactants [F:1][C:2]1[CH:7]=[CH:6][C:5](/[CH:8]=[CH:9]/[C:10]2[CH:15]=[CH:14][C:13]([S:16]([C:19]3[N:26]=[CH:25][CH:24]=[CH:23][C:20]=3[CH:21]=[O:22])(=[O:18])=[O:17])=[CH:12][CH:11]=2)=[CH:4][CH:3]=1.C[Si](C)(C)[C:29]([F:32])([F:31])[F:30].[F-].[Cs+], predict the reaction product. The product is: [F:30][C:29]([F:32])([F:31])[CH:21]([C:20]1[C:19]([S:16]([C:13]2[CH:12]=[CH:11][C:10](/[CH:9]=[CH:8]/[C:5]3[CH:6]=[CH:7][C:2]([F:1])=[CH:3][CH:4]=3)=[CH:15][CH:14]=2)(=[O:17])=[O:18])=[N:26][CH:25]=[CH:24][CH:23]=1)[OH:22]. (7) Given the reactants Br[C:2]1[CH:7]=[CH:6][CH:5]=[CH:4][C:3]=1[CH2:8][C:9]([C:11]1[C:16]([O:17][CH3:18])=[CH:15][CH:14]=[CH:13][C:12]=1[O:19][CH3:20])=[O:10].[S:21]1[CH:25]=[CH:24][CH:23]=[C:22]1B(O)O, predict the reaction product. The product is: [CH3:20][O:19][C:12]1[CH:13]=[CH:14][CH:15]=[C:16]([O:17][CH3:18])[C:11]=1[C:9](=[O:10])[CH2:8][C:3]1[CH:4]=[CH:5][CH:6]=[CH:7][C:2]=1[C:22]1[S:21][CH:25]=[CH:24][CH:23]=1. (8) Given the reactants Br[C:2]1[CH:15]=[CH:14][C:5]([C:6]([C:8]2[CH:13]=[CH:12][CH:11]=[CH:10][CH:9]=2)=[O:7])=[CH:4][CH:3]=1.[CH2:16]([NH2:22])[CH2:17][CH2:18][CH2:19][CH2:20][CH3:21].CC(C)([O-])C.[Na+], predict the reaction product. The product is: [CH2:16]([NH:22][C:2]1[CH:15]=[CH:14][C:5]([C:6]([C:8]2[CH:13]=[CH:12][CH:11]=[CH:10][CH:9]=2)=[O:7])=[CH:4][CH:3]=1)[CH2:17][CH2:18][CH2:19][CH2:20][CH3:21]. (9) Given the reactants [O:1]1[CH:5]=[CH:4][CH:3]=[C:2]1B(O)O.Cl[C:10]1[N:15]=[C:14]([NH:16][C:17]2[CH:21]=[C:20]([CH:22]3[CH2:24][CH2:23]3)[NH:19][N:18]=2)[C:13]([Cl:25])=[CH:12][N:11]=1.C([O-])([O-])=O.[Na+].[Na+], predict the reaction product. The product is: [Cl:25][C:13]1[C:14]([NH:16][C:17]2[CH:21]=[C:20]([CH:22]3[CH2:24][CH2:23]3)[NH:19][N:18]=2)=[N:15][C:10]([C:2]2[O:1][CH:5]=[CH:4][CH:3]=2)=[N:11][CH:12]=1. (10) Given the reactants [Cl:1][C:2]1[N:7]=[CH:6][C:5]([NH2:8])=[CH:4][CH:3]=1.[C:9](O[C:9]([O:11][C:12]([CH3:15])([CH3:14])[CH3:13])=[O:10])([O:11][C:12]([CH3:15])([CH3:14])[CH3:13])=[O:10].C(N(CC)CC)C, predict the reaction product. The product is: [Cl:1][C:2]1[N:7]=[CH:6][C:5]([NH:8][C:9](=[O:10])[O:11][C:12]([CH3:15])([CH3:14])[CH3:13])=[CH:4][CH:3]=1.